From a dataset of Catalyst prediction with 721,799 reactions and 888 catalyst types from USPTO. Predict which catalyst facilitates the given reaction. (1) Reactant: N(C(N1CCCCC1)=O)=NC(N1CCCCC1)=O.[Cl:19][C:20]1[CH:39]=[CH:38][C:23]([NH:24][C:25]2[C:34]3[C:29](=[CH:30][C:31]([OH:37])=[C:32]([O:35][CH3:36])[CH:33]=3)[N:28]=[CH:27][N:26]=2)=[C:22]([F:40])[CH:21]=1.[O:41]1[CH2:45][CH2:44][CH:43]([CH2:46]O)[CH2:42]1.C(P(CCCC)CCCC)CCC. Product: [Cl:19][C:20]1[CH:39]=[CH:38][C:23]([NH:24][C:25]2[C:34]3[C:29](=[CH:30][C:31]([O:37][CH2:46][CH:43]4[CH2:44][CH2:45][O:41][CH2:42]4)=[C:32]([O:35][CH3:36])[CH:33]=3)[N:28]=[CH:27][N:26]=2)=[C:22]([F:40])[CH:21]=1. The catalyst class is: 158. (2) Reactant: [CH2:1]([O:8][C:9]1[CH:10]=[C:11]2[C:16](=[CH:17][CH:18]=1)[C:15](=[O:19])[N:14]([CH2:20][CH:21]([CH3:23])[CH3:22])[C:13]([CH2:24]Cl)=[C:12]2[C:26]1[S:27][CH:28]=[CH:29][CH:30]=1)[C:2]1[CH:7]=[CH:6][CH:5]=[CH:4][CH:3]=1.[C:31]1(=[O:41])[NH:35][C:34](=[O:36])[C:33]2=[CH:37][CH:38]=[CH:39][CH:40]=[C:32]12.[K].O. Product: [CH2:1]([O:8][C:9]1[CH:10]=[C:11]2[C:16](=[CH:17][CH:18]=1)[C:15](=[O:19])[N:14]([CH2:20][CH:21]([CH3:23])[CH3:22])[C:13]([CH2:24][N:35]1[C:31](=[O:41])[C:32]3[C:33](=[CH:37][CH:38]=[CH:39][CH:40]=3)[C:34]1=[O:36])=[C:12]2[C:26]1[S:27][CH:28]=[CH:29][CH:30]=1)[C:2]1[CH:7]=[CH:6][CH:5]=[CH:4][CH:3]=1. The catalyst class is: 9. (3) Reactant: [Br:1][C:2]1[CH:3]=[CH:4][C:5]([F:12])=[C:6]([C@@:8]2([CH3:11])[CH2:10][O:9]2)[CH:7]=1.[N-:13]=[N+:14]=[N-:15].[Na+].[NH4+].[Cl-].C1OCCOCCOCCOCCOCCOC1. Product: [N:13]([CH2:10][C@:8]([C:6]1[CH:7]=[C:2]([Br:1])[CH:3]=[CH:4][C:5]=1[F:12])([OH:9])[CH3:11])=[N+:14]=[N-:15]. The catalyst class is: 14. (4) Reactant: [C:1]([C:4]1[CH:8]=[C:7]([C:9]([NH:11][C@@H:12]([CH3:29])[CH2:13][N:14]2[CH:18]=[CH:17][C:16]([C:19]3[CH:24]=[CH:23][C:22]([C:25]#[N:26])=[C:21]([Cl:27])[C:20]=3[CH3:28])=[N:15]2)=[O:10])[NH:6][N:5]=1)(=[O:3])[CH3:2].[BH4-].[Na+].[Cl-].[NH4+]. Product: [Cl:27][C:21]1[C:20]([CH3:28])=[C:19]([C:16]2[CH:17]=[CH:18][N:14]([CH2:13][C@@H:12]([NH:11][C:9]([C:7]3[NH:6][N:5]=[C:4]([CH:1]([OH:3])[CH3:2])[CH:8]=3)=[O:10])[CH3:29])[N:15]=2)[CH:24]=[CH:23][C:22]=1[C:25]#[N:26]. The catalyst class is: 8. (5) Reactant: [Cl:1][C:2]1[C:3]2[CH:10]=[CH:9][N:8]([C@@H:11]3[S:35][C@H:34]([CH2:36][O:37]CC4C=CC(Cl)=CC=4Cl)[C@@H:23]([O:24]CC4C=CC(Cl)=CC=4Cl)[C@@H:12]3[O:13]CC3C=CC(Cl)=CC=3Cl)[C:4]=2[N:5]=[CH:6][N:7]=1.B(Cl)(Cl)Cl. Product: [Cl:1][C:2]1[C:3]2[CH:10]=[CH:9][N:8]([C@@H:11]3[S:35][C@H:34]([CH2:36][OH:37])[C@@H:23]([OH:24])[C@@H:12]3[OH:13])[C:4]=2[N:5]=[CH:6][N:7]=1. The catalyst class is: 4.